This data is from Full USPTO retrosynthesis dataset with 1.9M reactions from patents (1976-2016). The task is: Predict the reactants needed to synthesize the given product. Given the product [ClH:39].[C:30]([NH:29][C:26]1[S:27][CH:28]=[C:24]([C:22]([O:21][C:18]2[CH:17]=[CH:16][C:15]([CH2:14][CH2:13][O:12][C:10]([NH:1][NH2:2])=[O:11])=[CH:20][CH:19]=2)=[O:23])[N:25]=1)(=[O:32])[CH3:31], predict the reactants needed to synthesize it. The reactants are: [NH:1]([C:10]([O:12][CH2:13][CH2:14][C:15]1[CH:20]=[CH:19][C:18]([O:21][C:22]([C:24]2[N:25]=[C:26]([NH:29][C:30](=[O:32])[CH3:31])[S:27][CH:28]=2)=[O:23])=[CH:17][CH:16]=1)=[O:11])[NH:2]C(OC(C)(C)C)=O.O1CCOCC1.[ClH:39].